Task: Predict the reaction yield, written as a fraction of the theoretical maximum amount of product (1.0 means a 100% yield; for example, 0.34 means a 34% yield).. Dataset: Reaction yield outcomes from USPTO patents with 853,638 reactions The reactants are [F:1][C:2]([F:33])([F:32])S(O[C:7]1[CH:31]=[CH:30][C:10]2[CH2:11][C@@H:12]3[C@@H:17]([C:18]4([C:22](=[O:23])[N:21]([CH3:24])[C:20](/[N:25]=C/N(C)C)=[N:19]4)[C:9]=2[CH:8]=1)[CH2:16][O:15][CH2:14][CH2:13]3)(=O)=O.[Cl:34][C:35]1[CH:36]=[C:37](B(O)O)[CH:38]=[N:39][CH:40]=1.[C:44]([O-])([O-:46])=[O:45].[Na+].[Na+].O1CCOCC1. The catalyst is C1COCC1.C1C=CC(P(C2C=CC=CC=2)[C-]2C=CC=C2)=CC=1.C1C=CC(P(C2C=CC=CC=2)[C-]2C=CC=C2)=CC=1.Cl[Pd]Cl.[Fe+2].ClCCl. The product is [F:33][C:2]([F:1])([F:32])[C:44]([OH:46])=[O:45].[NH2:25][C:20]1[N:21]([CH3:24])[C:22](=[O:23])[C:18]2([C@@H:17]3[C@H:12]([CH2:13][CH2:14][O:15][CH2:16]3)[CH2:11][C:10]3[CH:30]=[CH:31][C:7]([C:37]4[CH:38]=[N:39][CH:40]=[C:35]([Cl:34])[CH:36]=4)=[CH:8][C:9]2=3)[N:19]=1. The yield is 0.690.